From a dataset of Forward reaction prediction with 1.9M reactions from USPTO patents (1976-2016). Predict the product of the given reaction. (1) Given the reactants [C:1]([C:3]1[C:4]([C:13]2[CH:18]=[CH:17][C:16]([C:19]3[CH:24]=[CH:23][CH:22]=[CH:21][C:20]=3[C:25]#[N:26])=[CH:15][CH:14]=2)=[C:5]([C:10](O)=[S:11])[N:6]([CH3:9])[C:7]=1[CH3:8])#[N:2].C(Cl)(=O)C(Cl)=O.C[N:34](C=O)C.[OH-].N, predict the reaction product. The product is: [C:1]([C:3]1[C:4]([C:13]2[CH:18]=[CH:17][C:16]([C:19]3[CH:24]=[CH:23][CH:22]=[CH:21][C:20]=3[C:25]#[N:26])=[CH:15][CH:14]=2)=[C:5]([C:10]([NH2:34])=[S:11])[N:6]([CH3:9])[C:7]=1[CH3:8])#[N:2]. (2) Given the reactants [CH2:1]([O:3][C:4]([C:6]1[CH2:7][CH2:8][N:9]([C:20]([O:22][C:23]([CH3:26])([CH3:25])[CH3:24])=[O:21])[CH2:10][C:11]=1[NH:12][CH2:13][C:14]1[CH:19]=[CH:18][CH:17]=[CH:16][CH:15]=1)=[O:5])[CH3:2].[BH-](OC(C)=O)(OC(C)=O)OC(C)=O.[Na+].C(O)(=O)C, predict the reaction product. The product is: [CH2:1]([O:3][C:4]([CH:6]1[CH2:7][CH2:8][N:9]([C:20]([O:22][C:23]([CH3:26])([CH3:24])[CH3:25])=[O:21])[CH2:10][CH:11]1[NH:12][CH2:13][C:14]1[CH:15]=[CH:16][CH:17]=[CH:18][CH:19]=1)=[O:5])[CH3:2]. (3) Given the reactants [F:1][C:2]1[CH:7]=[CH:6][C:5]([C:8]2[O:9][C:10]3[CH:20]=[C:19]([N:21]([CH3:26])[S:22]([CH3:25])(=[O:24])=[O:23])[C:18]([C@H:27]4[CH2:32][CH2:31][CH2:30][NH:29][CH2:28]4)=[CH:17][C:11]=3[C:12]=2[C:13]([NH:15][CH3:16])=[O:14])=[CH:4][CH:3]=1.[NH:33]1[C:41]2[C:36](=[N:37][CH:38]=[CH:39][CH:40]=2)[N:35]=[C:34]1[C:42](O)=[O:43].C(N(CC)C(C)C)(C)C.CN(C)CCCN=C=NCC, predict the reaction product. The product is: [NH:33]1[C:41]2[C:36](=[N:37][CH:38]=[CH:39][CH:40]=2)[N:35]=[C:34]1[C:42]([N:29]1[CH2:30][CH2:31][CH2:32][C@H:27]([C:18]2[C:19]([N:21]([CH3:26])[S:22]([CH3:25])(=[O:24])=[O:23])=[CH:20][C:10]3[O:9][C:8]([C:5]4[CH:6]=[CH:7][C:2]([F:1])=[CH:3][CH:4]=4)=[C:12]([C:13]([NH:15][CH3:16])=[O:14])[C:11]=3[CH:17]=2)[CH2:28]1)=[O:43]. (4) Given the reactants [N:1]1[CH:6]=[CH:5][N:4]=[C:3]2[NH:7][CH:8]=[CH:9][C:2]=12.[C:10]([O:14][C:15](=[O:34])[N:16]([C:26]1[CH:31]=[CH:30][C:29]([CH:32]=[O:33])=[CH:28][N:27]=1)[CH2:17][C:18]1[CH:19]=[N:20][C:21]([O:24][CH3:25])=[CH:22][CH:23]=1)([CH3:13])([CH3:12])[CH3:11].[OH-].[K+], predict the reaction product. The product is: [C:10]([O:14][C:15](=[O:34])[N:16]([C:26]1[CH:31]=[CH:30][C:29]([CH:32]([OH:33])[C:9]2[C:2]3[C:3](=[N:4][CH:5]=[CH:6][N:1]=3)[NH:7][CH:8]=2)=[CH:28][N:27]=1)[CH2:17][C:18]1[CH:19]=[N:20][C:21]([O:24][CH3:25])=[CH:22][CH:23]=1)([CH3:13])([CH3:11])[CH3:12]. (5) Given the reactants [CH3:1][O:2][C:3](=[O:14])[CH2:4][O:5][C:6]1[CH:11]=[CH:10][C:9]([CH:12]=O)=[CH:8][CH:7]=1.Cl.[OH:16][NH2:17].C([O-])(=O)C.[Na+], predict the reaction product. The product is: [CH3:1][O:2][C:3](=[O:14])[CH2:4][O:5][C:6]1[CH:11]=[CH:10][C:9]([CH:12]=[N:17][OH:16])=[CH:8][CH:7]=1. (6) Given the reactants [CH2:1]([NH:8][C:9]1[CH:14]=[CH:13][CH:12]=[C:11]([Br:15])[CH:10]=1)[C:2]1[CH:7]=[CH:6][CH:5]=[CH:4][CH:3]=1.[C:16]1([S:22](Cl)(=[O:24])=[O:23])[CH:21]=[CH:20][CH:19]=[CH:18][CH:17]=1.N1C=CC=CC=1, predict the reaction product. The product is: [CH2:1]([N:8]([C:9]1[CH:14]=[CH:13][CH:12]=[C:11]([Br:15])[CH:10]=1)[S:22]([C:16]1[CH:21]=[CH:20][CH:19]=[CH:18][CH:17]=1)(=[O:24])=[O:23])[C:2]1[CH:3]=[CH:4][CH:5]=[CH:6][CH:7]=1.